Dataset: Reaction yield outcomes from USPTO patents with 853,638 reactions. Task: Predict the reaction yield, written as a fraction of the theoretical maximum amount of product (1.0 means a 100% yield; for example, 0.34 means a 34% yield). (1) The reactants are [N:1]12[CH2:8][CH2:7][C:4]([C:9]([C:17]3[CH:22]=[CH:21][CH:20]=[CH:19][CH:18]=3)([C:11]3[CH:16]=[CH:15][CH:14]=[CH:13][CH:12]=3)[OH:10])([CH2:5][CH2:6]1)[CH2:3][CH2:2]2.[Br:23][CH2:24][CH2:25][CH2:26][O:27][C:28]1[CH:33]=[CH:32][C:31]([O:34][CH3:35])=[CH:30][CH:29]=1. The catalyst is CC#N. The product is [Br-:23].[OH:10][C:9]([C:17]1[CH:22]=[CH:21][CH:20]=[CH:19][CH:18]=1)([C:11]1[CH:12]=[CH:13][CH:14]=[CH:15][CH:16]=1)[C:4]12[CH2:5][CH2:6][N+:1]([CH2:24][CH2:25][CH2:26][O:27][C:28]3[CH:33]=[CH:32][C:31]([O:34][CH3:35])=[CH:30][CH:29]=3)([CH2:2][CH2:3]1)[CH2:8][CH2:7]2. The yield is 0.775. (2) The product is [F:21][C:18]([F:19])([F:20])[O:17][C:14]1[CH:13]=[CH:12][C:11]([C:10]2[O:22][C:2]([C:3]([O:5][CH2:6][CH3:7])=[O:4])=[N:8][CH:9]=2)=[CH:16][CH:15]=1. The catalyst is O=P(Cl)(Cl)Cl. The reactants are O=[C:2]([NH:8][CH2:9][C:10](=[O:22])[C:11]1[CH:16]=[CH:15][C:14]([O:17][C:18]([F:21])([F:20])[F:19])=[CH:13][CH:12]=1)[C:3]([O:5][CH2:6][CH3:7])=[O:4]. The yield is 0.870. (3) The reactants are [NH2:1][C:2]1[CH:7]=[CH:6][C:5]([C:8]2[O:9][C:10]([C:13]3[CH:18]=[CH:17][C:16]([NH2:19])=[CH:15][C:14]=3[O:20][CH3:21])=[CH:11][CH:12]=2)=[C:4]([O:22][CH3:23])[CH:3]=1.[C:24]1([NH2:35])[C:29](F)=[C:28](F)[C:27](F)=[C:26]([NH2:33])C=1F.Cl.Cl. The catalyst is CCOC(C)=O.CCOCC. The product is [CH3:21][O:20][C:14]1[CH:15]=[C:16]([N:19]=[N:33][C:26]2[CH:27]=[CH:28][CH:29]=[CH:24][N:35]=2)[CH:17]=[CH:18][C:13]=1[C:10]1[O:9][C:8]([C:5]2[CH:6]=[CH:7][C:2]([N:1]=[N:33][C:26]3[CH:27]=[CH:28][CH:29]=[CH:24][N:35]=3)=[CH:3][C:4]=2[O:22][CH3:23])=[CH:12][CH:11]=1. The yield is 0.750. (4) The reactants are [CH3:1][C@H:2]1[C@@H:11]2[CH2:12][CH2:13][C:14]3([CH3:18])[O:16][O:17][C@:10]42[C@H:5]([C@@H:6]([CH3:20])[C@@H:7](O)[O:8][C@@H:9]4[O:15]3)[CH2:4][CH2:3]1.FC(F)(F)C(OC(=O)C(F)(F)F)=O. The catalyst is ClCCl.CN(C1C=CN=CC=1)C. The product is [CH3:1][C@H:2]1[C@@H:11]2[CH2:12][CH2:13][C@@:14]3([CH3:18])[O:16][O:17][C@:10]42[C@H:5]([C:6]([CH3:20])=[CH:7][O:8][C@@H:9]4[O:15]3)[CH2:4][CH2:3]1. The yield is 0.250. (5) The reactants are I[C:2]1[C:12]([CH3:13])=[CH:11][CH:10]=[CH:9][C:3]=1[C:4]([O:6][CH2:7][CH3:8])=[O:5].C([Sn](CCCC)(CCCC)[C:19]1[O:20][CH:21]=[CH:22][N:23]=1)CCC. The catalyst is COCCOC.[Cu]I.C1C=CC([P]([Pd]([P](C2C=CC=CC=2)(C2C=CC=CC=2)C2C=CC=CC=2)([P](C2C=CC=CC=2)(C2C=CC=CC=2)C2C=CC=CC=2)[P](C2C=CC=CC=2)(C2C=CC=CC=2)C2C=CC=CC=2)(C2C=CC=CC=2)C2C=CC=CC=2)=CC=1. The product is [CH3:13][C:12]1[C:2]([C:19]2[O:20][CH:21]=[CH:22][N:23]=2)=[C:3]([CH:9]=[CH:10][CH:11]=1)[C:4]([O:6][CH2:7][CH3:8])=[O:5]. The yield is 0.670. (6) The reactants are [C:1](Cl)(=[O:5])[CH:2]([CH3:4])[CH3:3].Cl.[NH2:8][CH2:9][C:10]1[CH:15]=[CH:14][C:13]([C:16]([N:18]2[CH2:27][C:26]3[CH:25]=[N:24][N:23]([CH3:28])[C:22]=3[NH:21][C:20]3[CH:29]=[C:30]([Cl:33])[CH:31]=[CH:32][C:19]2=3)=[O:17])=[CH:12][C:11]=1[Cl:34].CC1C=C2N=C3C(=NC(NC3=O)=O)N(C[C@H](O)[C@H](O)[C@H](O)COP([O-])(O)=O)C2=CC=1C.[Na+]. The catalyst is ClCCl.C(N(CC)CC)C.CCOC(C)=O. The product is [Cl:34][C:11]1[CH:12]=[C:13]([C:16]([N:18]2[CH2:27][C:26]3[CH:25]=[N:24][N:23]([CH3:28])[C:22]=3[NH:21][C:20]3[CH:29]=[C:30]([Cl:33])[CH:31]=[CH:32][C:19]2=3)=[O:17])[CH:14]=[CH:15][C:10]=1[CH2:9][NH:8][C:1](=[O:5])[CH:2]([CH3:4])[CH3:3]. The yield is 0.400. (7) The reactants are C[O:2][C:3]1[N:12]=[CH:11][C:10]2[CH2:9][CH2:8][C:7]3[C:13]([C:17]([O:19][CH2:20][CH3:21])=[O:18])=[N:14][N:15]([CH3:16])[C:6]=3[C:5]=2[N:4]=1.[I-].[Na+].C[Si](Cl)(C)C.CO. The catalyst is C(#N)C. The product is [OH:2][C:3]1[N:12]=[CH:11][C:10]2[CH2:9][CH2:8][C:7]3[C:13]([C:17]([O:19][CH2:20][CH3:21])=[O:18])=[N:14][N:15]([CH3:16])[C:6]=3[C:5]=2[N:4]=1. The yield is 0.780. (8) The reactants are [NH2:1][C:2]1[NH:6][N:5]=[C:4]([NH:7][C:8]2[CH:13]=[CH:12][CH:11]=[C:10]([Cl:14])[CH:9]=2)[C:3]=1[C:15]([NH2:17])=[O:16].[N:18]1[CH:23]=[CH:22][CH:21]=[N:20][C:19]=1[O:24][C:25]1[CH:32]=[CH:31][C:28]([CH:29]=O)=[CH:27][CH:26]=1.[BH4-].[Na+]. The catalyst is CCO.N1CCCCC1. The product is [Cl:14][C:10]1[CH:9]=[C:8]([NH:7][C:4]2[C:3]([C:15]([NH2:17])=[O:16])=[C:2]([NH:1][CH2:29][C:28]3[CH:27]=[CH:26][C:25]([O:24][C:19]4[N:18]=[CH:23][CH:22]=[CH:21][N:20]=4)=[CH:32][CH:31]=3)[NH:6][N:5]=2)[CH:13]=[CH:12][CH:11]=1. The yield is 0.300. (9) The reactants are [F:1][C:2]1[CH:7]=[C:6]([O:8]C)[C:5]([F:10])=[CH:4][C:3]=1[CH2:11][CH2:12][C:13]([O:15][CH2:16][CH3:17])=[O:14].B(Br)(Br)Br. The catalyst is ClCCl. The product is [F:1][C:2]1[CH:7]=[C:6]([OH:8])[C:5]([F:10])=[CH:4][C:3]=1[CH2:11][CH2:12][C:13]([O:15][CH2:16][CH3:17])=[O:14]. The yield is 0.800.